Task: Predict the reactants needed to synthesize the given product.. Dataset: Full USPTO retrosynthesis dataset with 1.9M reactions from patents (1976-2016) (1) Given the product [C:12]([N:1]([CH2:2][C:19]([OH:18])=[O:21])[CH2:7][C:24]([OH:26])=[O:25])(=[O:13])[CH3:14], predict the reactants needed to synthesize it. The reactants are: [N:1]([C:12]([CH3:14])=[O:13])([CH2:7]NC(C)=O)[CH2:2]NC(C)=O.C1[CH2:19][O:18]CC1.C=[O:21].NC[C:24]([OH:26])=[O:25]. (2) Given the product [C:1]([O:5][C@@H:6]([C:12]1[C:13]([CH3:43])=[N:14][C:15]([CH3:42])=[C:16]([C:26]2[CH:31]=[CH:30][C:29]([O:32][CH2:33][C:34]3[CH:39]=[CH:38][CH:37]=[CH:36][C:35]=3[O:40][CH3:41])=[CH:28][CH:27]=2)[C:17]=1[N:18]1[CH2:19][CH2:20][C:21]([CH3:25])([CH3:24])[CH2:22][CH2:23]1)[C:7]([OH:9])=[O:8])([CH3:4])([CH3:3])[CH3:2], predict the reactants needed to synthesize it. The reactants are: [C:1]([O:5][C@@H:6]([C:12]1[C:13]([CH3:43])=[N:14][C:15]([CH3:42])=[C:16]([C:26]2[CH:31]=[CH:30][C:29]([O:32][CH2:33][C:34]3[CH:39]=[CH:38][CH:37]=[CH:36][C:35]=3[O:40][CH3:41])=[CH:28][CH:27]=2)[C:17]=1[N:18]1[CH2:23][CH2:22][C:21]([CH3:25])([CH3:24])[CH2:20][CH2:19]1)[C:7]([O:9]CC)=[O:8])([CH3:4])([CH3:3])[CH3:2].[Li+].[OH-]. (3) Given the product [C:25]([O:24][C:22](=[O:23])[CH2:21][N:3]1[C:4]2[C:9](=[CH:8][CH:7]=[C:6]([C:17]([O:19][CH3:20])=[O:18])[CH:5]=2)[C:10]([CH:11]2[CH2:16][CH2:15][CH2:14][CH2:13][CH2:12]2)=[C:2]1[C:36]1[CH:37]=[CH:38][CH:39]=[CH:40][C:41]=1[NH:42][C:52]([O:55][C:6]([CH3:17])([CH3:7])[CH3:5])=[O:53])([CH3:28])([CH3:27])[CH3:26], predict the reactants needed to synthesize it. The reactants are: Br[C:2]1[N:3]([CH2:21][C:22]([O:24][C:25]([CH3:28])([CH3:27])[CH3:26])=[O:23])[C:4]2[C:9]([C:10]=1[CH:11]1[CH2:16][CH2:15][CH2:14][CH2:13][CH2:12]1)=[CH:8][CH:7]=[C:6]([C:17]([O:19][CH3:20])=[O:18])[CH:5]=2.C([C:36]1[C:41]([NH2:42])=[CH:40][CH:39]=[CH:38][C:37]=1B1OC(C)(C)C(C)(C)O1)(OC(C)(C)C)=O.[C:52]([O-:55])([O-])=[O:53].[Na+].[Na+].[Li+].[Cl-]. (4) Given the product [CH3:38][C:36]1[C:31]2[O:32][CH2:33][CH2:34][O:35][C:30]=2[CH:29]=[C:28]([C:26]([C:22]2[N:23]=[CH:24][N:25]=[C:20]([N:3]3[CH2:4][CH2:5][CH:6]([N:9]4[C:17]5[C:12](=[N:13][CH:14]=[CH:15][CH:16]=5)[NH:11][C:10]4=[O:18])[CH2:7][CH2:8]3)[CH:21]=2)=[O:27])[CH:37]=1, predict the reactants needed to synthesize it. The reactants are: Cl.Cl.[NH:3]1[CH2:8][CH2:7][CH:6]([N:9]2[C:17]3[C:12](=[N:13][CH:14]=[CH:15][CH:16]=3)[NH:11][C:10]2=[O:18])[CH2:5][CH2:4]1.I[C:20]1[N:25]=[CH:24][N:23]=[C:22]([C:26]([C:28]2[CH:37]=[C:36]([CH3:38])[C:31]3[O:32][CH2:33][CH2:34][O:35][C:30]=3[CH:29]=2)=[O:27])[CH:21]=1.CCN(C(C)C)C(C)C. (5) Given the product [Br:1][C:2]1[CH:3]=[C:4]([NH:17][C:35]([C:34]2[N:30]([CH:28]([CH3:29])[CH3:27])[N:31]=[CH:32][CH:33]=2)=[O:36])[C:5]2[C:9]([CH:10]=1)=[N:8][N:7]([CH:11]1[CH2:16][CH2:15][CH2:14][CH2:13][O:12]1)[CH:6]=2, predict the reactants needed to synthesize it. The reactants are: [Br:1][C:2]1[CH:3]=[C:4]([NH2:17])[C:5]2[C:9]([CH:10]=1)=[N:8][N:7]([CH:11]1[CH2:16][CH2:15][CH2:14][CH2:13][O:12]1)[CH:6]=2.CCN(C(C)C)C(C)C.[CH3:27][CH:28]([N:30]1[C:34]([C:35](Cl)=[O:36])=[CH:33][CH:32]=[N:31]1)[CH3:29].O. (6) The reactants are: Cl.[CH3:2][O:3][C:4]1[CH:5]=[C:6]([C:12]2[C:13]([CH3:25])([CH3:24])[C:14](=[O:23])[N:15]([CH:17]3[CH2:22][CH2:21][NH:20][CH2:19][CH2:18]3)[N:16]=2)[CH:7]=[CH:8][C:9]=1[O:10][CH3:11].[F:26][C:27]1[CH:35]=[CH:34][CH:33]=[C:32]([F:36])[C:28]=1[C:29](Cl)=[O:30]. Given the product [F:26][C:27]1[CH:35]=[CH:34][CH:33]=[C:32]([F:36])[C:28]=1[C:29]([N:20]1[CH2:21][CH2:22][CH:17]([N:15]2[C:14](=[O:23])[C:13]([CH3:25])([CH3:24])[C:12]([C:6]3[CH:7]=[CH:8][C:9]([O:10][CH3:11])=[C:4]([O:3][CH3:2])[CH:5]=3)=[N:16]2)[CH2:18][CH2:19]1)=[O:30], predict the reactants needed to synthesize it.